This data is from Forward reaction prediction with 1.9M reactions from USPTO patents (1976-2016). The task is: Predict the product of the given reaction. (1) Given the reactants [C:1]([O:5][C:6](=[O:23])[N:7]([CH:9]1[CH2:14][CH2:13][C:12]([C:15]2[C:20]([CH3:21])=[CH:19][C:18](Br)=[CH:17][N:16]=2)=[CH:11][CH2:10]1)[CH3:8])([CH3:4])([CH3:3])[CH3:2].C(=[NH:37])(C1C=CC=CC=1)C1C=CC=CC=1.CC(C)([O-])C.[Na+].Cl.ON.C([O-])(=O)C.[Na+].C(=O)([O-])O.[Na+], predict the reaction product. The product is: [C:1]([O:5][C:6](=[O:23])[N:7]([CH:9]1[CH2:14][CH2:13][C:12]([C:15]2[C:20]([CH3:21])=[CH:19][C:18]([NH2:37])=[CH:17][N:16]=2)=[CH:11][CH2:10]1)[CH3:8])([CH3:4])([CH3:3])[CH3:2]. (2) Given the reactants [Br:1][C:2]1[C:3]([OH:13])=[C:4]([C:10](=[O:12])[CH3:11])[CH:5]=[C:6]([Cl:9])[C:7]=1[CH3:8].C1(P(C2C=CC=CC=2)C2C=CC=CC=2)C=CC=CC=1.[N:33]1([CH2:39][CH2:40]O)[CH2:38][CH2:37][O:36][CH2:35][CH2:34]1.O1CCCC1.N(C(OC(C)C)=O)=NC(OC(C)C)=O, predict the reaction product. The product is: [Br:1][C:2]1[C:3]([O:13][CH2:40][CH2:39][N:33]2[CH2:38][CH2:37][O:36][CH2:35][CH2:34]2)=[C:4]([C:10](=[O:12])[CH3:11])[CH:5]=[C:6]([Cl:9])[C:7]=1[CH3:8]. (3) Given the reactants Cl.[CH:2]1([C:5]2[O:9][N:8]=[C:7]([C:10]3[C:15]([Cl:16])=[CH:14][CH:13]=[CH:12][C:11]=3[Cl:17])[C:6]=2[CH2:18][O:19][CH:20]2[CH2:25][CH2:24][NH:23][CH2:22][CH2:21]2)[CH2:4][CH2:3]1.C1(C)C=CC=CC=1.I[C:34]1[CH:42]=[C:41]2[C:37]([C:38]([C:44]([O:46][C:47]([CH3:50])([CH3:49])[CH3:48])=[O:45])=[CH:39][N:40]2[CH3:43])=[CH:36][CH:35]=1.CC(C)([O-])C.[Na+], predict the reaction product. The product is: [Cl:16][C:15]1[CH:14]=[CH:13][CH:12]=[C:11]([Cl:17])[C:10]=1[C:7]1[C:6]([CH2:18][O:19][CH:20]2[CH2:25][CH2:24][N:23]([C:34]3[CH:42]=[C:41]4[C:37]([C:38]([C:44]([O:46][C:47]([CH3:50])([CH3:49])[CH3:48])=[O:45])=[CH:39][N:40]4[CH3:43])=[CH:36][CH:35]=3)[CH2:22][CH2:21]2)=[C:5]([CH:2]2[CH2:3][CH2:4]2)[O:9][N:8]=1. (4) Given the reactants [N+:1]([C:4]1[CH:9]=[CH:8][C:7]([C:10](=[NH:13])[NH:11][NH2:12])=[CH:6][CH:5]=1)([O-:3])=[O:2].[F:14][C:15]1([F:24])[C:19]([F:21])([F:20])[C:18](=O)[O:17][C:16]1=[O:23].C(#N)C, predict the reaction product. The product is: [F:14][C:15]([F:24])([C:19]([F:21])([F:20])[C:18]1[N:13]=[C:10]([C:7]2[CH:6]=[CH:5][C:4]([N+:1]([O-:3])=[O:2])=[CH:9][CH:8]=2)[NH:11][N:12]=1)[C:16]([OH:23])=[O:17]. (5) Given the reactants [Cl:1][C:2]1[CH:3]=[C:4]([CH:24]=[CH:25][C:26]=1[F:27])[CH2:5][N:6]1[CH2:15][CH2:14][C:13]2[C:8](=[C:9]([O:21][CH3:22])[C:10](=O)[N:11](C)[C:12]=2C(O)=O)[C:7]1=[O:23].C(Cl)(=O)C(Cl)=O.CC(N=NC(C#N)(C)C)(C#N)C.[N+]1([O-])C(S)=CC=CC=1.[Br:54]C(Cl)(Cl)Cl, predict the reaction product. The product is: [Br:54][C:12]1[N:11]=[CH:10][C:9]([O:21][CH3:22])=[C:8]2[C:13]=1[CH2:14][CH2:15][N:6]([CH2:5][C:4]1[CH:24]=[CH:25][C:26]([F:27])=[C:2]([Cl:1])[CH:3]=1)[C:7]2=[O:23]. (6) The product is: [C:1]([C:5]1[CH:10]=[CH:9][C:8]([C:11]2[N:12]([C:31]([N:42]3[CH2:43][CH2:44][N:39]([CH2:45][C:46]([NH2:48])=[O:47])[CH2:40][CH2:41]3)=[O:32])[C@H:13]([C:24]3[CH:29]=[CH:28][C:27]([Cl:30])=[CH:26][CH:25]=3)[C@@:14]([C:17]3[CH:22]=[CH:21][C:20]([Cl:23])=[CH:19][CH:18]=3)([CH3:16])[N:15]=2)=[C:7]([O:34][CH2:35][CH3:36])[CH:6]=1)([CH3:2])([CH3:3])[CH3:4]. Given the reactants [C:1]([C:5]1[CH:10]=[CH:9][C:8]([C:11]2[N:12]([C:31](Cl)=[O:32])[CH:13]([C:24]3[CH:29]=[CH:28][C:27]([Cl:30])=[CH:26][CH:25]=3)[C:14]([C:17]3[CH:22]=[CH:21][C:20]([Cl:23])=[CH:19][CH:18]=3)([CH3:16])[N:15]=2)=[C:7]([O:34][CH2:35][CH3:36])[CH:6]=1)([CH3:4])([CH3:3])[CH3:2].Cl.Cl.[N:39]1([CH2:45][C:46]([NH2:48])=[O:47])[CH2:44][CH2:43][NH:42][CH2:41][CH2:40]1, predict the reaction product.